Task: Predict the reaction yield, written as a fraction of the theoretical maximum amount of product (1.0 means a 100% yield; for example, 0.34 means a 34% yield).. Dataset: Reaction yield outcomes from USPTO patents with 853,638 reactions (1) The product is [N:1]([CH2:4][CH2:5][NH:6][C:7]([C:8]1[CH:9]=[CH:10][C:11]([C:12]2[CH:13]=[CH:14][CH:15]=[CH:16][CH:17]=2)=[CH:26][CH:25]=1)=[O:21])=[N+:2]=[N-:3]. The reactants are [N:1]([CH2:4][CH2:5][NH:6][C:7](=[O:21])[CH2:8][CH2:9][CH2:10][CH2:11][CH2:12][CH2:13][CH2:14][CH2:15][CH2:16][CH2:17]CCC)=[N+:2]=[N-:3].N([CH2:25][CH2:26]N)=[N+]=[N-].C(N(CC)CC)C. The catalyst is ClCCl. The yield is 0.850. (2) The reactants are [Br:1][C:2]1[CH:23]=[CH:22][CH:21]=[CH:20][C:3]=1[CH2:4][CH:5]1[C:11](=[O:12])[N:10]([CH3:13])[C:9]2[CH:14]=[CH:15][C:16]([Cl:18])=[CH:17][C:8]=2[C:7](Cl)=[N:6]1.CC1(C)C(C)(C)OB([C:32]2[CH:41]=[CH:40][C:35]3[NH:36][C:37](=[O:39])[NH:38][C:34]=3[CH:33]=2)O1.[Cl-].[Li+].O.[OH-].[Cs+]. The catalyst is [Pd].C1(P(C2C=CC=CC=2)C2C=CC=CC=2)C=CC=CC=1.C1(P(C2C=CC=CC=2)C2C=CC=CC=2)C=CC=CC=1.C1(P(C2C=CC=CC=2)C2C=CC=CC=2)C=CC=CC=1.C1(P(C2C=CC=CC=2)C2C=CC=CC=2)C=CC=CC=1.O.O1CCOCC1. The product is [Br:1][C:2]1[CH:23]=[CH:22][CH:21]=[CH:20][C:3]=1[CH2:4][CH:5]1[C:11](=[O:12])[N:10]([CH3:13])[C:9]2[CH:14]=[CH:15][C:16]([Cl:18])=[CH:17][C:8]=2[C:7]([C:32]2[CH:41]=[CH:40][C:35]3[NH:36][C:37](=[O:39])[NH:38][C:34]=3[CH:33]=2)=[N:6]1. The yield is 0.190.